Dataset: Forward reaction prediction with 1.9M reactions from USPTO patents (1976-2016). Task: Predict the product of the given reaction. (1) Given the reactants [CH3:1][O:2][C:3]1[CH:4]=[C:5]([CH:31]=[CH:32][C:33]=1[O:34][CH3:35])[CH2:6][CH:7]1[C:16]2[C:11](=[C:12]([OH:19])[CH:13]=[CH:14][C:15]=2[O:17][CH3:18])[CH2:10][CH2:9][N:8]1[CH2:20][C:21]([NH:23]CC1C=CC=CN=1)=[O:22].Br[CH2:37][C:38]([O:40][CH3:41])=[O:39], predict the reaction product. The product is: [CH3:41][O:40][C:38](=[O:39])[CH2:37][O:19][C:12]1[CH:13]=[CH:14][C:15]([O:17][CH3:18])=[C:16]2[C:11]=1[CH2:10][CH2:9][N:8]([CH:20]([CH2:6][C:7]1[CH:16]=[CH:11][CH:10]=[CH:9][N:8]=1)[C:21](=[O:22])[NH2:23])[CH:7]2[CH2:6][C:5]1[CH:31]=[CH:32][C:33]([O:34][CH3:35])=[C:3]([O:2][CH3:1])[CH:4]=1. (2) Given the reactants [C:1]([OH:9])(=O)[C:2]1[CH:7]=[CH:6][CH:5]=[CH:4][CH:3]=1.CN(C(ON1N=NC2C=CC=NC1=2)=[N+](C)C)C.F[P-](F)(F)(F)(F)F.C(N(C(C)C)CC)(C)C.[N:43]1([CH:59]2[CH2:64][CH2:63][NH:62][CH2:61][CH2:60]2)[CH2:48][CH2:47][CH:46]([N:49]2[C@H:53]3[CH2:54][CH2:55][CH2:56][CH2:57][C@H:52]3[NH:51][C:50]2=[O:58])[CH2:45][CH2:44]1, predict the reaction product. The product is: [C:1]([N:62]1[CH2:63][CH2:64][CH:59]([N:43]2[CH2:44][CH2:45][CH:46]([N:49]3[C@H:53]4[CH2:54][CH2:55][CH2:56][CH2:57][C@H:52]4[NH:51][C:50]3=[O:58])[CH2:47][CH2:48]2)[CH2:60][CH2:61]1)(=[O:9])[C:2]1[CH:3]=[CH:4][CH:5]=[CH:6][CH:7]=1. (3) Given the reactants [C:1]([O:5][C:6]([NH:8][C:9]1[N:10]=[CH:11][C:12]([C:15]2[N:19]([C:20]3[CH:21]=[N:22][CH:23]=[CH:24][CH:25]=3)[N:18]=[C:17]([C:26]([O:28]CC)=[O:27])[CH:16]=2)=[N:13][CH:14]=1)=[O:7])([CH3:4])([CH3:3])[CH3:2].[OH-].[Na+].Cl.O, predict the reaction product. The product is: [C:1]([O:5][C:6]([NH:8][C:9]1[N:10]=[CH:11][C:12]([C:15]2[N:19]([C:20]3[CH:21]=[N:22][CH:23]=[CH:24][CH:25]=3)[N:18]=[C:17]([C:26]([OH:28])=[O:27])[CH:16]=2)=[N:13][CH:14]=1)=[O:7])([CH3:4])([CH3:2])[CH3:3]. (4) Given the reactants C([O:3][C:4](=[O:19])[C:5]([NH:7][C:8]1[CH:13]=[CH:12][C:11]([NH:14][S:15]([CH3:18])(=[O:17])=[O:16])=[CH:10][CH:9]=1)=[O:6])C, predict the reaction product. The product is: [CH3:18][S:15]([NH:14][C:11]1[CH:10]=[CH:9][C:8]([NH:7][C:5](=[O:6])[C:4]([OH:19])=[O:3])=[CH:13][CH:12]=1)(=[O:17])=[O:16]. (5) Given the reactants C(OC(=O)[NH:7][C@H:8]([C:17](=O)[NH:18][C:19]1[CH:20]=[C:21]2[C:37](=[O:38])[NH:36][N:35]=[CH:34][C:23]3=[C:24]([C:28]4[CH:33]=[CH:32][CH:31]=[CH:30][CH:29]=4)[NH:25][C:26]([CH:27]=1)=[C:22]23)[CH2:9][CH2:10][C:11]1[CH:16]=[CH:15][CH:14]=[CH:13][CH:12]=1)(C)(C)C.[C:41]([OH:47])([C:43]([F:46])([F:45])[F:44])=[O:42], predict the reaction product. The product is: [F:44][C:43]([F:46])([F:45])[C:41]([OH:47])=[O:42].[NH2:7][C@@H:8]([CH2:9][CH2:10][C:11]1[CH:16]=[CH:15][CH:14]=[CH:13][CH:12]=1)[CH2:17][N-:18][C:19]1[CH:20]=[C:21]2[C:37](=[O:38])[NH:36][N:35]=[CH:34][C:23]3=[C:24]([C:28]4[CH:29]=[CH:30][CH:31]=[CH:32][CH:33]=4)[NH:25][C:26]([CH:27]=1)=[C:22]23. (6) Given the reactants C(OC([N:8]1[CH2:13][CH2:12][N:11]([C:14]([C:16]2[S:20][C:19]([NH:21][C:22](=[O:36])[C:23]([NH:26][C:27](=[O:35])[C:28]3[CH:33]=[CH:32][C:31]([F:34])=[CH:30][CH:29]=3)([CH3:25])[CH3:24])=[N:18][C:17]=2[C:37]2[CH:42]=[CH:41][CH:40]=[CH:39][CH:38]=2)=[O:15])[CH2:10][CH2:9]1)=O)(C)(C)C.C(O)(C(F)(F)F)=O, predict the reaction product. The product is: [F:34][C:31]1[CH:30]=[CH:29][C:28]([C:27]([NH:26][C:23]([CH3:25])([C:22](=[O:36])[NH:21][C:19]2[S:20][C:16]([C:14]([N:11]3[CH2:12][CH2:13][NH:8][CH2:9][CH2:10]3)=[O:15])=[C:17]([C:37]3[CH:38]=[CH:39][CH:40]=[CH:41][CH:42]=3)[N:18]=2)[CH3:24])=[O:35])=[CH:33][CH:32]=1. (7) Given the reactants C(OC([N:11]1[CH2:16][CH2:15][CH:14]([CH2:17][O:18][C:19]2[CH:28]=[C:27]3[C:22]([CH2:23][CH2:24][N:25]([C:29](=[N:38][C:39]([O:41][C:42]([CH3:45])([CH3:44])[CH3:43])=[O:40])[NH:30][C:31]([O:33][C:34]([CH3:37])([CH3:36])[CH3:35])=[O:32])[CH2:26]3)=[CH:21][CH:20]=2)[CH2:13][CH2:12]1)=O)C1C=CC=CC=1, predict the reaction product. The product is: [C:42]([O:41][C:39]([NH:38][C:29]([N:25]1[CH2:24][CH2:23][C:22]2[C:27](=[CH:28][C:19]([O:18][CH2:17][CH:14]3[CH2:15][CH2:16][NH:11][CH2:12][CH2:13]3)=[CH:20][CH:21]=2)[CH2:26]1)=[N:30][C:31]([O:33][C:34]([CH3:37])([CH3:36])[CH3:35])=[O:32])=[O:40])([CH3:43])([CH3:44])[CH3:45].